This data is from Reaction yield outcomes from USPTO patents with 853,638 reactions. The task is: Predict the reaction yield, written as a fraction of the theoretical maximum amount of product (1.0 means a 100% yield; for example, 0.34 means a 34% yield). (1) The reactants are [O:1]=[C:2]1[CH2:7][N:6]([C:8]([O:10][CH2:11][C:12]2[CH:17]=[CH:16][CH:15]=[CH:14][CH:13]=2)=[O:9])[C@H:5]([C:18]([O:20][C:21]([CH3:24])([CH3:23])[CH3:22])=[O:19])[CH2:4][CH2:3]1.[BH4-].[Na+].[Cl-].[NH4+]. The catalyst is C(O)C. The product is [OH:1][C@@H:2]1[CH2:7][N:6]([C:8]([O:10][CH2:11][C:12]2[CH:17]=[CH:16][CH:15]=[CH:14][CH:13]=2)=[O:9])[C@H:5]([C:18]([O:20][C:21]([CH3:24])([CH3:23])[CH3:22])=[O:19])[CH2:4][CH2:3]1. The yield is 0.910. (2) The catalyst is C(Cl)Cl.C(OCC)(=O)C. The product is [CH3:13][C:8]1[N:7]([CH2:6][CH:5]=[CH:4][CH2:3][CH2:2][O:1][S:22]([CH3:21])(=[O:24])=[O:23])[C:11](=[O:12])[O:10][N:9]=1. The reactants are [OH:1][CH2:2][CH2:3][CH:4]=[CH:5][CH2:6][N:7]1[C:11](=[O:12])[O:10][N:9]=[C:8]1[CH3:13].C(N(CC)CC)C.[CH3:21][S:22](Cl)(=[O:24])=[O:23]. The yield is 0.580. (3) The reactants are [Cl:1][C:2]1[CH:10]=[CH:9][CH:8]=[C:7]([F:11])[C:3]=1C(O)=O.P(Cl)(Cl)(Cl)(Cl)Cl.[N-:18]=[N+]=[N-].[Na+].[NH2:22][C:23]1[CH:28]=[CH:27][C:26]([C:29]2[CH:37]=[CH:36][C:35]([C:38]3[NH:39][C:40]([CH3:43])=[CH:41][N:42]=3)=[C:34]3[C:30]=2[CH2:31][NH:32][C:33]3=[O:44])=[C:25]([F:45])[CH:24]=1.C([O:48][CH2:49]C)C. The catalyst is O.C(OCC)(=O)C. The product is [Cl:1][C:2]1[CH:10]=[CH:9][CH:8]=[C:7]([F:11])[C:3]=1[NH:18][C:49]([NH:22][C:23]1[CH:28]=[CH:27][C:26]([C:29]2[CH:37]=[CH:36][C:35]([C:38]3[NH:39][C:40]([CH3:43])=[CH:41][N:42]=3)=[C:34]3[C:30]=2[CH2:31][NH:32][C:33]3=[O:44])=[C:25]([F:45])[CH:24]=1)=[O:48]. The yield is 0.420. (4) The reactants are [Br:1][C:2]1[CH:10]=[C:9]2[C:5](/[C:6](=[CH:12]/[C:13]3[CH:18]=[CH:17][CH:16]=[C:15]([Cl:19])[CH:14]=3)/[C:7](=[O:11])[NH:8]2)=[CH:4][CH:3]=1.[H-].[Na+].[CH3:22][Si:23]([CH3:30])([CH3:29])[CH2:24][CH2:25][O:26][CH2:27]Cl. The catalyst is CN(C)C=O.O1CCCC1. The product is [Br:1][C:2]1[CH:10]=[C:9]2[C:5](/[C:6](=[CH:12]/[C:13]3[CH:18]=[CH:17][CH:16]=[C:15]([Cl:19])[CH:14]=3)/[C:7](=[O:11])[N:8]2[CH2:27][O:26][CH2:25][CH2:24][Si:23]([CH3:30])([CH3:29])[CH3:22])=[CH:4][CH:3]=1. The yield is 0.600. (5) The reactants are [CH3:1][S:2]([C:5]#[C:6][CH2:7][CH2:8][CH2:9]/[CH:10]=[CH:11]/[C:12]1[CH:17]=[CH:16][CH:15]=[CH:14][CH:13]=1)(=[O:4])=[O:3]. The catalyst is ClC1C=CC=CC=1Cl. The product is [CH3:1][S:2]([C:5]1[C:13]2[C:12](=[CH:17][CH:16]=[CH:15][CH:14]=2)[CH:11]=[C:10]2[CH2:9][CH2:8][CH2:7][C:6]=12)(=[O:3])=[O:4]. The yield is 0.780. (6) The reactants are [OH:1][C:2]1[CH:7]=[CH:6][C:5]([N:8]2[C:13](=[O:14])[C:12]([CH2:15][C:16]3[CH:21]=[CH:20][C:19]([C:22]4[C:23]([C:28]#[N:29])=[CH:24][CH:25]=[CH:26][CH:27]=4)=[CH:18][CH:17]=3)=[C:11]([CH2:30][CH2:31][CH3:32])[N:10]=[C:9]2[CH3:33])=[CH:4][CH:3]=1.I[CH2:35][C:36]([CH3:39])([CH3:38])[CH3:37].[C:40](=[O:43])([O-])[O-:41].[Cs+].[Cs+].C(OCC)(=O)C.C[N:53](C)C=O. The catalyst is O. The product is [CH3:35][C:36]([CH3:39])([CH3:38])[CH2:37][O:1][C:2]1[CH:3]=[CH:4][C:5]([N:8]2[C:13](=[O:14])[C:12]([CH2:15][C:16]3[CH:21]=[CH:20][C:19]([C:22]4[CH:27]=[CH:26][CH:25]=[CH:24][C:23]=4[C:28]4[NH:53][C:40](=[O:43])[O:41][N:29]=4)=[CH:18][CH:17]=3)=[C:11]([CH2:30][CH2:31][CH3:32])[N:10]=[C:9]2[CH3:33])=[CH:6][CH:7]=1. The yield is 0.600.